This data is from Reaction yield outcomes from USPTO patents with 853,638 reactions. The task is: Predict the reaction yield, written as a fraction of the theoretical maximum amount of product (1.0 means a 100% yield; for example, 0.34 means a 34% yield). The reactants are Br[C:2]1[C:3]([NH2:8])=[N:4][CH:5]=[CH:6][CH:7]=1.[C:9]1(B2OC(C)(C)C(C)(C)O2)[CH2:14][CH2:13][CH2:12][CH2:11][CH:10]=1.C(=O)([O-])[O-].[Cs+].[Cs+].O1CCOCC1. The catalyst is C1C=CC([P]([Pd]([P](C2C=CC=CC=2)(C2C=CC=CC=2)C2C=CC=CC=2)([P](C2C=CC=CC=2)(C2C=CC=CC=2)C2C=CC=CC=2)[P](C2C=CC=CC=2)(C2C=CC=CC=2)C2C=CC=CC=2)(C2C=CC=CC=2)C2C=CC=CC=2)=CC=1.O. The product is [C:9]1([C:2]2[C:3]([NH2:8])=[N:4][CH:5]=[CH:6][CH:7]=2)[CH2:14][CH2:13][CH2:12][CH2:11][CH:10]=1. The yield is 0.960.